This data is from Catalyst prediction with 721,799 reactions and 888 catalyst types from USPTO. The task is: Predict which catalyst facilitates the given reaction. (1) Reactant: C([O:8][C:9]1[CH:18]=[C:17]2[C:12]([CH2:13][CH2:14][N:15]=[C:16]2[C:19]2([C:23]3[CH:28]=[CH:27][C:26]([Cl:29])=[CH:25][C:24]=3[O:30][CH3:31])[CH2:22][CH2:21][CH2:20]2)=[CH:11][CH:10]=1)C1C=CC=CC=1. Product: [Cl:29][C:26]1[CH:27]=[CH:28][C:23]([C:19]2([C:16]3[C:17]4[C:12](=[CH:11][CH:10]=[C:9]([OH:8])[CH:18]=4)[CH2:13][CH2:14][N:15]=3)[CH2:20][CH2:21][CH2:22]2)=[C:24]([O:30][CH3:31])[CH:25]=1. The catalyst class is: 570. (2) Reactant: [CH:1]1([C@@H:7]([NH:9][C:10]([C:12]2[C:21]3[C:16](=[CH:17][CH:18]=[CH:19][CH:20]=3)[N:15]=[C:14]([C:22]3[CH:27]=[CH:26][CH:25]=[CH:24][CH:23]=3)[C:13]=2[CH2:28][N:29]2[CH2:34][CH2:33][NH:32][CH2:31][CH2:30]2)=[O:11])[CH3:8])[CH2:6][CH2:5][CH2:4][CH2:3][CH2:2]1.[N:35]1[CH:40]=[CH:39][N:38]=[C:37]2[C:41]([O:43][C:44](=[O:45])[C:36]=12)=[O:42]. Product: [CH:1]1([C@@H:7]([NH:9][C:10]([C:12]2[C:21]3[C:16](=[CH:17][CH:18]=[CH:19][CH:20]=3)[N:15]=[C:14]([C:22]3[CH:23]=[CH:24][CH:25]=[CH:26][CH:27]=3)[C:13]=2[CH2:28][N:29]2[CH2:34][CH2:33][N:32]([C:41]([C:37]3[C:36]([C:44]([OH:45])=[O:43])=[N:35][CH:40]=[CH:39][N:38]=3)=[O:42])[CH2:31][CH2:30]2)=[O:11])[CH3:8])[CH2:6][CH2:5][CH2:4][CH2:3][CH2:2]1. The catalyst class is: 1. (3) Reactant: [OH:1][CH:2]([CH3:33])[CH2:3][C:4]([N:6]1[CH2:11][CH2:10][CH:9]([CH2:12][N:13]2[C:21]3[C:16](=[CH:17][C:18]([C:22]4[CH:23]=[N:24][N:25](C5CCCCO5)[CH:26]=4)=[CH:19][CH:20]=3)[CH:15]=[CH:14]2)[CH2:8][CH2:7]1)=[O:5].[BH3-]C#N.[Na+].Cl.CO.ClCCl. Product: [NH:24]1[CH:23]=[C:22]([C:18]2[CH:17]=[C:16]3[C:21](=[CH:20][CH:19]=2)[N:13]([CH2:12][CH:9]2[CH2:8][CH2:7][N:6]([C:4](=[O:5])[CH2:3][CH:2]([OH:1])[CH3:33])[CH2:11][CH2:10]2)[CH2:14][CH2:15]3)[CH:26]=[N:25]1. The catalyst class is: 14. (4) Reactant: C(OC([N:8]1[CH2:13][CH2:12][CH:11]([N:14]2[CH:18]=[C:17]([C:19]3[CH:24]=[N:23][C:22]([NH2:25])=[C:21]([O:26][CH:27]([C:29]4[C:34]([Cl:35])=[CH:33][CH:32]=[C:31]([F:36])[C:30]=4[Cl:37])[CH3:28])[N:20]=3)[CH:16]=[N:15]2)[CH2:10][CH2:9]1)=O)(C)(C)C.Cl.[O:39]1CCOCC1. Product: [C:27]([OH:39])(=[O:26])[CH3:29].[Cl:37][C:30]1[C:31]([F:36])=[CH:32][CH:33]=[C:34]([Cl:35])[C:29]=1[C@H:27]([O:26][C:21]1[C:22]([NH2:25])=[N:23][CH:24]=[C:19]([C:17]2[CH:16]=[N:15][N:14]([CH:11]3[CH2:12][CH2:13][NH:8][CH2:9][CH2:10]3)[CH:18]=2)[N:20]=1)[CH3:28]. The catalyst class is: 2.